Dataset: Full USPTO retrosynthesis dataset with 1.9M reactions from patents (1976-2016). Task: Predict the reactants needed to synthesize the given product. (1) Given the product [N:16]1([CH2:22][CH2:23][NH:24][C:12]2[C:11]3[C:6](=[CH:7][C:8]([N+:13]([O-:15])=[O:14])=[CH:9][CH:10]=3)[NH:5][N:4]=2)[CH2:21][CH2:20][O:19][CH2:18][CH2:17]1, predict the reactants needed to synthesize it. The reactants are: [N+]([N:4]1[CH:12]=[C:11]2[C:6]([CH:7]=[C:8]([N+:13]([O-:15])=[O:14])[CH:9]=[CH:10]2)=[N:5]1)([O-])=O.[N:16]1([CH2:22][CH2:23][NH2:24])[CH2:21][CH2:20][O:19][CH2:18][CH2:17]1. (2) Given the product [CH2:22]([O:21][C:19](=[O:20])[CH2:18][N:8]1[C:9]2[C:5](=[CH:4][CH:3]=[C:2]([Cl:1])[CH:10]=2)[C:6]([S:11]([CH3:14])(=[O:13])=[O:12])=[CH:7]1)[CH3:23], predict the reactants needed to synthesize it. The reactants are: [Cl:1][C:2]1[CH:10]=[C:9]2[C:5]([C:6]([S:11]([CH3:14])(=[O:13])=[O:12])=[CH:7][NH:8]2)=[CH:4][CH:3]=1.[H-].[Na+].Br[CH2:18][C:19]([O:21][CH2:22][CH3:23])=[O:20]. (3) Given the product [C:16]([O:20][C:21](=[O:49])[N:22]([CH2:26][CH2:27][CH2:28][N:29]1[C:33]([NH:34][C:4]([CH:1]2[CH2:3][CH2:2]2)=[O:5])=[C:32]([C:35](=[O:37])[NH2:36])[N:31]=[C:30]1[S:38][C:39]1[C:47]([I:48])=[CH:46][C:42]2[O:43][CH2:44][O:45][C:41]=2[CH:40]=1)[CH:23]([CH3:24])[CH3:25])([CH3:18])([CH3:19])[CH3:17], predict the reactants needed to synthesize it. The reactants are: [CH:1]1([C:4](Cl)=[O:5])[CH2:3][CH2:2]1.C(N(C(C)C)CC)(C)C.[C:16]([O:20][C:21](=[O:49])[N:22]([CH2:26][CH2:27][CH2:28][N:29]1[C:33]([NH2:34])=[C:32]([C:35](=[O:37])[NH2:36])[N:31]=[C:30]1[S:38][C:39]1[C:47]([I:48])=[CH:46][C:42]2[O:43][CH2:44][O:45][C:41]=2[CH:40]=1)[CH:23]([CH3:25])[CH3:24])([CH3:19])([CH3:18])[CH3:17]. (4) Given the product [CH2:16]([NH:24][C:2]1[CH:7]=[CH:6][N:5]=[C:4]2[S:8][C:9]([C:11]([O:13][CH2:14][CH3:15])=[O:12])=[CH:10][C:3]=12)[CH2:17][C:18]1[CH:23]=[CH:22][CH:21]=[CH:20][CH:19]=1, predict the reactants needed to synthesize it. The reactants are: I[C:2]1[CH:7]=[CH:6][N:5]=[C:4]2[S:8][C:9]([C:11]([O:13][CH2:14][CH3:15])=[O:12])=[CH:10][C:3]=12.[CH2:16]([NH2:24])[CH2:17][C:18]1[CH:23]=[CH:22][CH:21]=[CH:20][CH:19]=1.C(N(CC)CC)C.O. (5) The reactants are: [NH2:1][C:2]1[CH:3]=[C:4]2[C:8](=[CH:9][CH:10]=1)[NH:7][C:6](=[O:11])[CH2:5]2.C(N(CC)CC)C.[C:19](Cl)(=[O:21])[CH3:20].C(OCC)(=O)C. Given the product [O:11]=[C:6]1[CH2:5][C:4]2[C:8](=[CH:9][CH:10]=[C:2]([NH:1][C:19](=[O:21])[CH3:20])[CH:3]=2)[NH:7]1, predict the reactants needed to synthesize it. (6) Given the product [F:23][C:20]1[CH:21]=[CH:22][C:17]([C:15]2[N:16]=[C:12]([C@H:11]3[CH2:10][C:3]4[C:4]5[C:9](=[CH:8][CH:7]=[CH:6][CH:5]=5)[NH:1][C:2]=4[CH:38]([C:36]4[CH:35]=[N:34][N:33]([CH3:32])[CH:37]=4)[NH:24]3)[NH:13][CH:14]=2)=[CH:18][CH:19]=1, predict the reactants needed to synthesize it. The reactants are: [NH:1]1[C:9]2[C:4](=[CH:5][CH:6]=[CH:7][CH:8]=2)[C:3]([CH2:10][C@@H:11]([NH:24]C(=O)OC(C)(C)C)[C:12]2[NH:13][CH:14]=[C:15]([C:17]3[CH:22]=[CH:21][C:20]([F:23])=[CH:19][CH:18]=3)[N:16]=2)=[CH:2]1.[CH3:32][N:33]1[CH:37]=[C:36]([CH:38]=O)[CH:35]=[N:34]1.N. (7) Given the product [CH:1]1([NH:7][C:8]([O:10][C:11]2[CH:19]=[CH:18][C:14]([C:15]([OH:17])=[O:16])=[CH:13][CH:12]=2)=[O:9])[CH2:6][CH2:5][CH2:4][CH2:3][CH2:2]1, predict the reactants needed to synthesize it. The reactants are: [CH:1]1([N:7]=[C:8]=[O:9])[CH2:6][CH2:5][CH2:4][CH2:3][CH2:2]1.[OH:10][C:11]1[CH:19]=[CH:18][C:14]([C:15]([OH:17])=[O:16])=[CH:13][CH:12]=1.